Task: Binary Classification. Given a drug SMILES string, predict its activity (active/inactive) in a high-throughput screening assay against a specified biological target.. Dataset: M1 muscarinic receptor agonist screen with 61,833 compounds The drug is S(=O)(=O)(N1CCCCC1)c1ccc(cc1)c1oc(SCC(=O)N2C(Cc3c2cccc3)C)nn1. The result is 0 (inactive).